This data is from Full USPTO retrosynthesis dataset with 1.9M reactions from patents (1976-2016). The task is: Predict the reactants needed to synthesize the given product. (1) Given the product [F:1][C:2]1[C:3]2[O:28][N:27]=[C:26]([C:29]3[S:31][CH:36]=[C:37]([C:38]([O:40][CH2:41][CH3:42])=[O:39])[N:30]=3)[C:4]=2[CH:5]=[C:6]2[C:19]=1[N:18]1[CH2:20][C@@H:21]([CH3:25])[O:22][C@@H:23]([CH3:24])[C@@H:17]1[C:8]1([C:13](=[O:14])[NH:12][C:11](=[O:15])[NH:10][C:9]1=[O:16])[CH2:7]2, predict the reactants needed to synthesize it. The reactants are: [F:1][C:2]1[C:3]2[O:28][N:27]=[C:26]([C:29](=[S:31])[NH2:30])[C:4]=2[CH:5]=[C:6]2[C:19]=1[N:18]1[CH2:20][C@@H:21]([CH3:25])[O:22][C@@H:23]([CH3:24])[C@@H:17]1[C:8]1([C:13](=[O:14])[NH:12][C:11](=[O:15])[NH:10][C:9]1=[O:16])[CH2:7]2.CCO.Br[CH2:36][C:37](=O)[C:38]([O:40][CH2:41][CH3:42])=[O:39]. (2) Given the product [CH3:19][S:20]([O:1][CH2:2][CH2:3][N:4]1[C:12]2[C:7](=[CH:8][CH:9]=[CH:10][CH:11]=2)[CH:6]=[CH:5]1)(=[O:22])=[O:21], predict the reactants needed to synthesize it. The reactants are: [OH:1][CH2:2][CH2:3][N:4]1[C:12]2[C:7](=[CH:8][CH:9]=[CH:10][CH:11]=2)[CH:6]=[CH:5]1.N1C=CC=CC=1.[CH3:19][S:20](Cl)(=[O:22])=[O:21]. (3) Given the product [F:1][C:2]1[CH:18]=[C:17]([F:19])[CH:16]=[CH:15][C:3]=1[CH2:4][CH:5]1[CH2:10][CH:9]([C:11]([O:13][CH3:14])=[O:12])[CH2:8][CH2:7][N:6]1[C:29]([O:30][CH3:31])=[O:32], predict the reactants needed to synthesize it. The reactants are: [F:1][C:2]1[CH:18]=[C:17]([F:19])[CH:16]=[CH:15][C:3]=1[CH2:4][CH:5]1[CH2:10][CH:9]([C:11]([O:13][CH3:14])=[O:12])[CH2:8][CH2:7][NH:6]1.CCN(C(C)C)C(C)C.[C:29](Cl)(=[O:32])[O:30][CH3:31].Cl. (4) Given the product [Cl:31][C:32]1[C:33]([F:65])=[C:34]([CH:42]=[C:43]([Cl:64])[C:44]=1[NH:45][C:46]1[N:56]=[C:55]2[C:49]([N:50]([CH3:63])[C:51](=[O:62])[CH2:52][CH2:53][N:54]2[CH:57]2[CH2:61][CH2:60][CH2:59][CH2:58]2)=[CH:48][N:47]=1)[C:35]([OH:37])=[O:36], predict the reactants needed to synthesize it. The reactants are: ClC1C(NC2N=C3C(N(C)C(=O)CCN3C3CCCC3)=CN=2)=CC(F)=C(C=1)C(O)=O.[Cl:31][C:32]1[C:33]([F:65])=[C:34]([CH:42]=[C:43]([Cl:64])[C:44]=1[NH:45][C:46]1[N:56]=[C:55]2[C:49]([N:50]([CH3:63])[C:51](=[O:62])[CH2:52][CH2:53][N:54]2[CH:57]2[CH2:61][CH2:60][CH2:59][CH2:58]2)=[CH:48][N:47]=1)[C:35]([O:37]C(C)(C)C)=[O:36]. (5) Given the product [CH3:43][N:32]([CH:33]1[CH2:34][C:35]([CH3:42])([CH3:41])[NH:36][C:37]([CH3:40])([CH3:39])[CH2:38]1)[C:29]1[N:30]=[N:31][C:26]([C:10]2[C:9]([OH:8])=[CH:18][C:17]3[C:12]([CH:11]=2)=[CH:13][CH:14]=[C:15]([CH2:19][N:20]2[CH2:21][CH2:22][CH2:23][CH2:24][CH2:25]2)[CH:16]=3)=[CH:27][CH:28]=1, predict the reactants needed to synthesize it. The reactants are: C([O:8][C:9]1[C:10]([C:26]2[N:31]=[N:30][C:29]([N:32]([CH3:43])[CH:33]3[CH2:38][C:37]([CH3:40])([CH3:39])[NH:36][C:35]([CH3:42])([CH3:41])[CH2:34]3)=[CH:28][CH:27]=2)=[CH:11][C:12]2[C:17]([CH:18]=1)=[CH:16][C:15]([CH2:19][N:20]1[CH2:25][CH2:24][CH2:23][CH2:22][CH2:21]1)=[CH:14][CH:13]=2)C1C=CC=CC=1.